Dataset: Reaction yield outcomes from USPTO patents with 853,638 reactions. Task: Predict the reaction yield, written as a fraction of the theoretical maximum amount of product (1.0 means a 100% yield; for example, 0.34 means a 34% yield). (1) The reactants are [F:1][C:2]([F:22])([F:21])[O:3][C:4]1[CH:11]=[CH:10][C:9]([N:12]2[C:16]([C:17]([F:20])([F:19])[F:18])=[N:15][N:14]=[N:13]2)=[CH:8][C:5]=1[C:6]#N.O.[PH2](=O)[O-:25].[Na+]. The catalyst is N1C=CC=CC=1CC(O)=O.O.[Ni]. The product is [F:1][C:2]([F:22])([F:21])[O:3][C:4]1[CH:11]=[CH:10][C:9]([N:12]2[C:16]([C:17]([F:20])([F:19])[F:18])=[N:15][N:14]=[N:13]2)=[CH:8][C:5]=1[CH:6]=[O:25]. The yield is 0.620. (2) The reactants are [F:1][C:2]1[CH:7]=[CH:6][C:5]([S:8]([NH:11][CH2:12][C:13]2[CH:14]=[CH:15][C:16]([C:19]([OH:21])=O)=[N:17][CH:18]=2)(=[O:10])=[O:9])=[CH:4][CH:3]=1.Cl.[CH3:23][C:24]1[S:25][C:26]([CH2:29][NH2:30])=[CH:27][N:28]=1.C(N(CC)CC)C. The catalyst is CN(C)C=O. The product is [F:1][C:2]1[CH:3]=[CH:4][C:5]([S:8]([NH:11][CH2:12][C:13]2[CH:14]=[CH:15][C:16]([C:19]([NH:30][CH2:29][C:26]3[S:25][C:24]([CH3:23])=[N:28][CH:27]=3)=[O:21])=[N:17][CH:18]=2)(=[O:9])=[O:10])=[CH:6][CH:7]=1. The yield is 0.0700. (3) The reactants are [P:1]([O:34]C(C)(C)C)([O:29]C(C)(C)C)([O:3][CH2:4][CH2:5][NH:6][C:7](=[O:28])[C:8]1[CH:13]=[C:12]([N:14]([CH2:18][CH2:19][Br:20])[CH2:15][CH2:16][Br:17])[C:11]([S:21]([CH3:24])(=[O:23])=[O:22])=[CH:10][C:9]=1[N+:25]([O-:27])=[O:26])=[O:2].C(O)(C(F)(F)F)=O. The catalyst is C(Cl)Cl. The product is [P:1]([OH:34])([OH:29])([O:3][CH2:4][CH2:5][NH:6][C:7](=[O:28])[C:8]1[CH:13]=[C:12]([N:14]([CH2:15][CH2:16][Br:17])[CH2:18][CH2:19][Br:20])[C:11]([S:21]([CH3:24])(=[O:22])=[O:23])=[CH:10][C:9]=1[N+:25]([O-:27])=[O:26])=[O:2]. The yield is 1.00. (4) The reactants are [CH2:1]1[C:10]2[C:5](=[CH:6][C:7]([N:11]3[CH2:15][C@H:14]([CH2:16][NH:17][C:18](=[O:20])[CH3:19])[O:13][C:12]3=[O:21])=[CH:8][CH:9]=2)[CH2:4][CH2:3][NH:2]1.C([O-])(O)=O.[Na+].Cl[C:28]([O:30][CH3:31])=[O:29]. The catalyst is C1COCC1.O.CCOC(C)=O. The product is [C:18]([NH:17][CH2:16][C@@H:14]1[O:13][C:12](=[O:21])[N:11]([C:7]2[CH:6]=[C:5]3[C:10](=[CH:9][CH:8]=2)[CH2:1][N:2]([C:28]([O:30][CH3:31])=[O:29])[CH2:3][CH2:4]3)[CH2:15]1)(=[O:20])[CH3:19]. The yield is 0.880. (5) The reactants are C[O:2][C:3]([C:5]1([NH:18][C:19]([O:21][CH2:22][C:23]2[CH:28]=[CH:27][CH:26]=[CH:25][CH:24]=2)=[O:20])[CH2:10][CH2:9][N:8]([C:11]([O:13][C:14]([CH3:17])([CH3:16])[CH3:15])=[O:12])[CH2:7][CH2:6]1)=O.[BH4-].[Li+]. The catalyst is C1COCC1.O. The product is [C:14]([O:13][C:11]([N:8]1[CH2:9][CH2:10][C:5]([NH:18][C:19]([O:21][CH2:22][C:23]2[CH:24]=[CH:25][CH:26]=[CH:27][CH:28]=2)=[O:20])([CH2:3][OH:2])[CH2:6][CH2:7]1)=[O:12])([CH3:17])([CH3:15])[CH3:16]. The yield is 0.860. (6) The reactants are [OH:1][N:2]=[C:3](Cl)[C:4]1[CH:9]=[CH:8][CH:7]=[CH:6][CH:5]=1.[CH2:11]([O:13][C:14](=[O:20])[C:15]#[C:16][CH:17]1[CH2:19][CH2:18]1)[CH3:12].C(N(CC)CC)C. The catalyst is C(OCC)C.C(OC)(C)(C)C.O. The product is [CH2:11]([O:13][C:14]([C:15]1[C:3]([C:4]2[CH:9]=[CH:8][CH:7]=[CH:6][CH:5]=2)=[N:2][O:1][C:16]=1[CH:17]1[CH2:19][CH2:18]1)=[O:20])[CH3:12]. The yield is 0.500. (7) The reactants are [CH2:1]([O:8][C:9]([NH:11][CH2:12][C:13]1[O:14][C:15]([CH3:21])=[C:16]([C:18]([OH:20])=O)[N:17]=1)=[O:10])[C:2]1[CH:7]=[CH:6][CH:5]=[CH:4][CH:3]=1.C(N(CC)CC)C.ClC(OCC)=O.Cl.[CH3:36][NH:37][O:38][CH3:39]. The catalyst is C1COCC1. The product is [CH2:1]([O:8][C:9](=[O:10])[NH:11][CH2:12][C:13]1[O:14][C:15]([CH3:21])=[C:16]([C:18](=[O:20])[N:37]([O:38][CH3:39])[CH3:36])[N:17]=1)[C:2]1[CH:3]=[CH:4][CH:5]=[CH:6][CH:7]=1. The yield is 0.870.